This data is from Peptide-MHC class II binding affinity with 134,281 pairs from IEDB. The task is: Regression. Given a peptide amino acid sequence and an MHC pseudo amino acid sequence, predict their binding affinity value. This is MHC class II binding data. (1) The peptide sequence is EKKYFAATQFEPLSA. The MHC is HLA-DPA10201-DPB11401 with pseudo-sequence HLA-DPA10201-DPB11401. The binding affinity (normalized) is 0.765. (2) The peptide sequence is TRGPSLRTTTVSGKL. The MHC is DRB1_1501 with pseudo-sequence DRB1_1501. The binding affinity (normalized) is 0.138. (3) The peptide sequence is RNEFPLLTTKRVFWR. The MHC is DRB1_0901 with pseudo-sequence DRB1_0901. The binding affinity (normalized) is 0.425.